This data is from Catalyst prediction with 721,799 reactions and 888 catalyst types from USPTO. The task is: Predict which catalyst facilitates the given reaction. (1) Reactant: F[C:2]1[CH:9]=[CH:8][C:5]([CH:6]=[O:7])=[CH:4][CH:3]=1.[C:10]1([CH3:18])[CH:15]=[CH:14][CH:13]=[CH:12][C:11]=1[CH2:16][SH:17].C(=O)([O-])[O-].[Cs+].[Cs+].Cl. Product: [CH3:18][C:10]1[CH:15]=[CH:14][CH:13]=[CH:12][C:11]=1[CH2:16][S:17][C:2]1[CH:9]=[CH:8][C:5]([CH:6]=[O:7])=[CH:4][CH:3]=1. The catalyst class is: 18. (2) Reactant: C([O-])([O-])=O.[K+].[K+].[CH3:7][C@@H:8]1[CH2:13][NH:12][CH2:11][CH2:10][NH:9]1.[Cl:14][C:15]1[N:16]=[N:17][C:18](Cl)=[C:19]([CH3:22])[C:20]=1[CH3:21]. Product: [Cl:14][C:15]1[N:16]=[N:17][C:18]([N:12]2[CH2:11][CH2:10][NH:9][C@H:8]([CH3:7])[CH2:13]2)=[C:19]([CH3:22])[C:20]=1[CH3:21]. The catalyst class is: 3. (3) Reactant: [Br:1][C:2]1[CH:3]=[CH:4][C:5]([O:18][CH2:19][CH:20]([F:22])[F:21])=[C:6]([CH:17]=1)[CH2:7][CH:8](C(OC)=O)[C:9]([O:11][CH3:12])=[O:10].[Cl-].[Li+].O. Product: [Br:1][C:2]1[CH:3]=[CH:4][C:5]([O:18][CH2:19][CH:20]([F:21])[F:22])=[C:6]([CH2:7][CH2:8][C:9]([O:11][CH3:12])=[O:10])[CH:17]=1. The catalyst class is: 197.